This data is from Catalyst prediction with 721,799 reactions and 888 catalyst types from USPTO. The task is: Predict which catalyst facilitates the given reaction. The catalyst class is: 4. Reactant: FC(F)(F)C(O)=O.[CH2:8]([O:10][C:11](=[O:26])[C:12]1[CH:17]=[CH:16][C:15]([S:18]C(C)(C)C)=[C:14]([N+:23]([O-:25])=[O:24])[CH:13]=1)[CH3:9]. Product: [CH2:8]([O:10][C:11](=[O:26])[C:12]1[CH:17]=[CH:16][C:15]([SH:18])=[C:14]([N+:23]([O-:25])=[O:24])[CH:13]=1)[CH3:9].